Regression. Given a peptide amino acid sequence and an MHC pseudo amino acid sequence, predict their binding affinity value. This is MHC class II binding data. From a dataset of Peptide-MHC class II binding affinity with 134,281 pairs from IEDB. (1) The binding affinity (normalized) is 0. The peptide sequence is TLSIGYHANNSTDTEDT. The MHC is DRB1_0301 with pseudo-sequence DRB1_0301. (2) The peptide sequence is RNVFDEVIPTAFKIG. The MHC is DRB1_1101 with pseudo-sequence DRB1_1101. The binding affinity (normalized) is 0.328.